From a dataset of Reaction yield outcomes from USPTO patents with 853,638 reactions. Predict the reaction yield, written as a fraction of the theoretical maximum amount of product (1.0 means a 100% yield; for example, 0.34 means a 34% yield). (1) The reactants are [C:1]1([CH3:13])[CH:6]=[CH:5][C:4]([C:7]2[CH2:11][CH2:10][C:9](=[O:12])[CH:8]=2)=[CH:3][CH:2]=1.[BH4-].[Na+]. The catalyst is C(O)C. The product is [C:1]1([CH3:13])[CH:2]=[CH:3][C:4]([C:7]2[CH2:11][CH2:10][CH:9]([OH:12])[CH:8]=2)=[CH:5][CH:6]=1. The yield is 0.750. (2) The reactants are [C:1]([C:3]1[C:4]([CH3:15])=[N:5][S:6][C:7]=1[NH:8][C:9](=[O:14])[CH2:10][CH:11]([CH3:13])[CH3:12])#[N:2].[OH:16]O.Cl. The catalyst is [NH4+].[OH-]. The product is [CH3:15][C:4]1[C:3]([C:1]([NH2:2])=[O:16])=[C:7]([NH:8][C:9](=[O:14])[CH2:10][CH:11]([CH3:13])[CH3:12])[S:6][N:5]=1. The yield is 0.460.